Dataset: Reaction yield outcomes from USPTO patents with 853,638 reactions. Task: Predict the reaction yield, written as a fraction of the theoretical maximum amount of product (1.0 means a 100% yield; for example, 0.34 means a 34% yield). (1) The reactants are [S:1]1[CH2:5][CH2:4][N:3]=[C:2]1[C:6]1[NH:7][C:8]2[C:13]([CH:14]=1)=[CH:12][CH:11]=[CH:10][C:9]=2[N+:15]([O-])=O.[Cl-].[Ca+2].[Cl-].C(O)C.Cl. The catalyst is [Fe].O. The product is [S:1]1[CH2:5][CH2:4][N:3]=[C:2]1[C:6]1[NH:7][C:8]2[C:13]([CH:14]=1)=[CH:12][CH:11]=[CH:10][C:9]=2[NH2:15]. The yield is 0.560. (2) The reactants are [C:1]1(=[O:14])[C:10]2[C:5](=CC(C(O)=O)=C[CH:9]=2)[CH2:4][CH2:3][CH2:2]1.O[N:16]1[C:20](=[O:21])[CH2:19][CH2:18][C:17]1=O.C1(N=C=NC2CCCCC2)CCCCC1.[Cl-].[NH4+].C(N(CC)CC)C. The catalyst is C(Cl)Cl. The product is [CH2:2]1[C:3]2[C:17](=[CH:18][C:19]([C:20]([NH2:16])=[O:21])=[CH:5][CH:4]=2)[CH2:9][CH2:10][C:1]1=[O:14]. The yield is 0.640. (3) The reactants are [OH:1][C:2]1[CH:11]=[C:10]2[C:5]([C:6]([O:12][C:13]3[C:14]([C:23](=[O:25])[CH3:24])=[N:15][C:16]4[C:21]([CH:22]=3)=[CH:20][CH:19]=[CH:18][CH:17]=4)=[CH:7][CH:8]=[N:9]2)=[CH:4][C:3]=1[O:26][CH3:27].C(=O)([O-])[O-].[K+].[K+].Br[CH2:35][CH2:36][CH2:37][OH:38]. The catalyst is CN(C)C=O. The product is [OH:38][CH2:37][CH2:36][CH2:35][O:1][C:2]1[CH:11]=[C:10]2[C:5]([C:6]([O:12][C:13]3[C:14]([C:23](=[O:25])[CH3:24])=[N:15][C:16]4[C:21]([CH:22]=3)=[CH:20][CH:19]=[CH:18][CH:17]=4)=[CH:7][CH:8]=[N:9]2)=[CH:4][C:3]=1[O:26][CH3:27]. The yield is 0.740. (4) The reactants are [Cl:1][C:2]1[C:3]([CH2:18][CH3:19])=[C:4]([Cl:17])[C:5]2[O:10][CH2:9][C:8](=[O:11])[N:7]([CH2:12][CH2:13][CH2:14]Cl)[C:6]=2[CH:16]=1.C([O-])([O-])=O.[K+].[K+].[Na+].[I-].[CH2:28]([CH:32]1[CH2:37][CH2:36][NH:35][CH2:34][CH2:33]1)[CH2:29][CH2:30][CH3:31]. The catalyst is C(Cl)Cl.CO. The product is [CH2:28]([CH:32]1[CH2:37][CH2:36][N:35]([CH2:14][CH2:13][CH2:12][N:7]2[C:6]3[CH:16]=[C:2]([Cl:1])[C:3]([CH2:18][CH3:19])=[C:4]([Cl:17])[C:5]=3[O:10][CH2:9][C:8]2=[O:11])[CH2:34][CH2:33]1)[CH2:29][CH2:30][CH3:31]. The yield is 0.590.